From a dataset of Peptide-MHC class I binding affinity with 185,985 pairs from IEDB/IMGT. Regression. Given a peptide amino acid sequence and an MHC pseudo amino acid sequence, predict their binding affinity value. This is MHC class I binding data. The binding affinity (normalized) is 0.0600. The peptide sequence is SLTEEFYHSY. The MHC is HLA-A32:01 with pseudo-sequence HLA-A32:01.